Predict the product of the given reaction. From a dataset of Forward reaction prediction with 1.9M reactions from USPTO patents (1976-2016). (1) Given the reactants [OH:1][C:2]1[CH:7]=[CH:6][C:5]([C:8]2[C:9]3[CH:17]=[C:16]([C:18]([O:20][CH3:21])=[O:19])[CH:15]=[CH:14][C:10]=3[S:11][C:12]=2[CH3:13])=[C:4]([CH3:22])[CH:3]=1.O[CH:24]1[CH2:29][CH2:28][S:27](=[O:31])(=[O:30])[CH2:26][CH2:25]1.C1C=CC(P(C2C=CC=CC=2)C2C=CC=CC=2)=CC=1.C1C=CC(COC(/N=N/C(OCC2C=CC=CC=2)=O)=O)=CC=1, predict the reaction product. The product is: [O:30]=[S:27]1(=[O:31])[CH2:28][CH2:29][CH:24]([O:1][C:2]2[CH:7]=[CH:6][C:5]([C:8]3[C:9]4[CH:17]=[C:16]([C:18]([O:20][CH3:21])=[O:19])[CH:15]=[CH:14][C:10]=4[S:11][C:12]=3[CH3:13])=[C:4]([CH3:22])[CH:3]=2)[CH2:25][CH2:26]1. (2) Given the reactants Cl[C:2]1[N:3]=[N:4][C:5]([Cl:19])=[C:6]([NH:8][C:9]2[CH:14]=[CH:13][C:12]([P:15]([CH3:18])([CH3:17])=[O:16])=[CH:11][CH:10]=2)[N:7]=1.[CH3:20][O:21][C:22]1[CH:28]=[C:27]([N:29]2[CH2:34][CH2:33][CH:32]([N:35]3[CH2:40][CH2:39][N:38]([CH3:41])[CH2:37][CH2:36]3)[CH2:31][CH2:30]2)[CH:26]=[CH:25][C:23]=1[NH2:24].C12(CS(O)(=O)=O)C(C)(C)C(CC1)CC2=O, predict the reaction product. The product is: [Cl:19][C:5]1[N:4]=[N:3][C:2]([NH:24][C:23]2[CH:25]=[CH:26][C:27]([N:29]3[CH2:34][CH2:33][CH:32]([N:35]4[CH2:36][CH2:37][N:38]([CH3:41])[CH2:39][CH2:40]4)[CH2:31][CH2:30]3)=[CH:28][C:22]=2[O:21][CH3:20])=[N:7][C:6]=1[NH:8][C:9]1[CH:14]=[CH:13][C:12]([P:15]([CH3:18])([CH3:17])=[O:16])=[CH:11][CH:10]=1.